Dataset: Reaction yield outcomes from USPTO patents with 853,638 reactions. Task: Predict the reaction yield, written as a fraction of the theoretical maximum amount of product (1.0 means a 100% yield; for example, 0.34 means a 34% yield). (1) The reactants are [C:1]([NH:5][C:6]1[C:10]2[CH:11]=[N:12][C:13](Cl)=[CH:14][C:9]=2[N:8]([CH:16]([CH3:18])[CH3:17])[N:7]=1)([CH3:4])([CH3:3])[CH3:2].[CH:19]1([S:22]([N:25]2[CH:29]=[C:28]([C:30]3[N:35]=[C:34]([NH2:36])[CH:33]=[CH:32][N:31]=3)[CH:27]=[N:26]2)(=[O:24])=[O:23])[CH2:21][CH2:20]1.C(=O)([O-])[O-].[Cs+].[Cs+].C1(P(C2C=CC=CC=2)C2C3OC4C(=CC=CC=4P(C4C=CC=CC=4)C4C=CC=CC=4)C(C)(C)C=3C=CC=2)C=CC=CC=1. The catalyst is O1CCOCC1.C1C=CC(/C=C/C(/C=C/C2C=CC=CC=2)=O)=CC=1.C1C=CC(/C=C/C(/C=C/C2C=CC=CC=2)=O)=CC=1.C1C=CC(/C=C/C(/C=C/C2C=CC=CC=2)=O)=CC=1.[Pd].[Pd]. The product is [C:1]([NH:5][C:6]1[C:10]2[CH:11]=[N:12][C:13]([NH:36][C:34]3[CH:33]=[CH:32][N:31]=[C:30]([C:28]4[CH:27]=[N:26][N:25]([S:22]([CH:19]5[CH2:21][CH2:20]5)(=[O:24])=[O:23])[CH:29]=4)[N:35]=3)=[CH:14][C:9]=2[N:8]([CH:16]([CH3:18])[CH3:17])[N:7]=1)([CH3:4])([CH3:3])[CH3:2]. The yield is 0.220. (2) The reactants are [N:1]1[CH:6]=[CH:5][CH:4]=[C:3]([NH:7][C:8](=O)[O:9]C2C=CC=CC=2)[CH:2]=1.FC(F)(F)C(O)=O.[NH:24]1[CH2:29][CH2:28][C:27](=[C:30]([C:32]2[CH:33]=[C:34]([CH:46]=[CH:47][CH:48]=2)[O:35][C:36]2[CH:41]=[CH:40][C:39]([C:42]([F:45])([F:44])[F:43])=[CH:38][N:37]=2)[CH3:31])[CH2:26][CH2:25]1.C(N(CC)CC)C.O. The catalyst is CS(C)=O. The product is [N:1]1[CH:6]=[CH:5][CH:4]=[C:3]([NH:7][C:8]([N:24]2[CH2:29][CH2:28][C:27](=[C:30]([C:32]3[CH:48]=[CH:47][CH:46]=[C:34]([O:35][C:36]4[CH:41]=[CH:40][C:39]([C:42]([F:45])([F:43])[F:44])=[CH:38][N:37]=4)[CH:33]=3)[CH3:31])[CH2:26][CH2:25]2)=[O:9])[CH:2]=1. The yield is 0.610. (3) The reactants are [Br:1][C:2]1[C:3]([N:19]([CH3:24])[S:20]([CH3:23])(=[O:22])=[O:21])=[CH:4][C:5]2[O:9][C:8]([C:10](Cl)=[N:11][OH:12])=[C:7]([C:14](=[O:17])[NH:15][CH3:16])[C:6]=2[CH:18]=1.[CH2:25]([O:27][CH:28]=[CH:29][CH3:30])[CH3:26].C([O-])(O)=O.[Na+]. The catalyst is CN(C=O)C. The product is [Br:1][C:2]1[C:3]([N:19]([CH3:24])[S:20]([CH3:23])(=[O:22])=[O:21])=[CH:4][C:5]2[O:9][C:8]([C:10]3[CH:29]([CH3:30])[CH:28]([O:27][CH2:25][CH3:26])[O:12][N:11]=3)=[C:7]([C:14]([NH:15][CH3:16])=[O:17])[C:6]=2[CH:18]=1. The yield is 0.830. (4) The catalyst is CN(C=O)C. The reactants are [F:1][C:2]1[CH:7]=[CH:6][C:5]([CH2:8][OH:9])=[CH:4][CH:3]=1.N1C=CN=C1.[C:15]([Si:19](Cl)([CH3:21])[CH3:20])([CH3:18])([CH3:17])[CH3:16]. The product is [C:15]([Si:19]([O:9][CH2:8][C:5]1[CH:6]=[CH:7][C:2]([F:1])=[CH:3][CH:4]=1)([CH3:21])[CH3:20])([CH3:18])([CH3:17])[CH3:16]. The yield is 0.990. (5) The product is [Br:31][CH2:17][CH2:16][CH2:15][C:11]1[CH:10]=[C:9]([NH:8][C:5]2[N:4]=[C:3]([NH:19][CH2:20][CH2:21][C:22]3[CH:23]=[C:24]([OH:28])[CH:25]=[CH:26][CH:27]=3)[C:2]([Cl:1])=[CH:7][N:6]=2)[CH:14]=[CH:13][CH:12]=1. The catalyst is C(Cl)Cl.C(=O)=O. The reactants are [Cl:1][C:2]1[C:3]([NH:19][CH2:20][CH2:21][C:22]2[CH:27]=[CH:26][CH:25]=[C:24]([O:28]C)[CH:23]=2)=[N:4][C:5]([NH:8][C:9]2[CH:10]=[C:11]([CH2:15][CH2:16][CH2:17]O)[CH:12]=[CH:13][CH:14]=2)=[N:6][CH:7]=1.B(Br)(Br)[Br:31].C([O-])([O-])=O.[Na+].[Na+]. The yield is 0.960. (6) The reactants are [CH2:1]([Zn]CC)C.ClC1C=C(Cl)C=C(Cl)C=1O.ICI.[Br:19][C:20]1[CH:25]=[CH:24][CH:23]=[C:22]([CH:26]=[CH2:27])[CH:21]=1.[Mn]([O-])(=O)(=O)=O.[K+].O. The catalyst is ClCCl.C1COCC1.C(OCC)C. The product is [Br:19][C:20]1[CH:25]=[CH:24][CH:23]=[C:22]([CH:26]2[CH2:1][CH2:27]2)[CH:21]=1. The yield is 0.810. (7) The reactants are Cl[C:2]1[N:11]=[C:10]([NH:12][CH2:13][CH:14]([C:21]2[CH:26]=[CH:25][CH:24]=[CH:23][CH:22]=2)[C:15]2[CH:16]=[N:17][CH:18]=[CH:19][CH:20]=2)[C:9]2[C:4](=[CH:5][CH:6]=[CH:7][CH:8]=2)[N:3]=1.N1C=CN2C=C(C3N=C(NC[CH:48]([C:54]4[CH:59]=[CH:58]C=CC=4)[C:49]4[NH:50][CH:51]=[CH:52][CH:53]=4)C4C(=CC=CC=4)N=3)C=CC=12. The catalyst is C(Cl)Cl.CO. The product is [NH:50]1[C:49]2[C:53](=[CH:58][C:59]([C:2]3[N:11]=[C:10]([NH:12][CH2:13][CH:14]([C:21]4[CH:26]=[CH:25][CH:24]=[CH:23][CH:22]=4)[C:15]4[CH:16]=[N:17][CH:18]=[CH:19][CH:20]=4)[C:9]4[C:4](=[CH:5][CH:6]=[CH:7][CH:8]=4)[N:3]=3)=[CH:54][CH:48]=2)[CH:52]=[CH:51]1. The yield is 0.600. (8) The yield is 0.980. The reactants are [H-].[Na+].[Br:3][C:4]1[CH:5]=[CH:6][C:7]([N:12]2[CH2:16][CH2:15][CH2:14][CH:13]2[CH3:17])=[C:8]([CH2:10][OH:11])[CH:9]=1.[CH3:18]I. The catalyst is CN(C=O)C. The product is [Br:3][C:4]1[CH:5]=[CH:6][C:7]([N:12]2[CH2:16][CH2:15][CH2:14][CH:13]2[CH3:17])=[C:8]([CH2:10][O:11][CH3:18])[CH:9]=1. (9) The reactants are C([O:3][CH2:4][CH2:5][CH2:6][N:7]1[C:12](=[O:13])[C:11]2[C:14]([CH2:19][C:20]3[CH:25]=[CH:24][C:23]([Cl:26])=[CH:22][CH:21]=3)=[C:15](Br)[CH:16]=[N:17][C:10]=2[N:9]([CH3:27])[C:8]1=[O:28])=O.CN(C)CC(O)=O.C([O-])([O-])=O.[Cs+].[Cs+].[F:42][C:43]([F:53])([F:52])[O:44][C:45]1[CH:46]=[C:47]([OH:51])[CH:48]=[CH:49][CH:50]=1. The catalyst is O1CCOCC1.CC(=O)OCC.O.[Cu]I. The product is [Cl:26][C:23]1[CH:22]=[CH:21][C:20]([CH2:19][C:14]2[C:11]3[C:12](=[O:13])[N:7]([CH2:6][CH2:5][CH2:4][OH:3])[C:8](=[O:28])[N:9]([CH3:27])[C:10]=3[N:17]=[CH:16][C:15]=2[O:51][C:47]2[CH:48]=[CH:49][CH:50]=[C:45]([O:44][C:43]([F:42])([F:52])[F:53])[CH:46]=2)=[CH:25][CH:24]=1. The yield is 0.150.